The task is: Predict which catalyst facilitates the given reaction.. This data is from Catalyst prediction with 721,799 reactions and 888 catalyst types from USPTO. (1) Reactant: [C:1]([NH:8]C1C=CC(C(F)(F)F)=CC=1C(O)=O)([O:3][C:4]([CH3:7])([CH3:6])[CH3:5])=[O:2].C([O-])([O-])=O.[K+].[K+].Cl[C:29]1[CH:36]=[CH:35][C:32]([CH2:33]Br)=[CH:31][CH:30]=1. Product: [C:1]([NH:8][CH2:33][C:32]1[CH:35]=[CH:36][CH:29]=[CH:30][CH:31]=1)([O:3][C:4]([CH3:7])([CH3:6])[CH3:5])=[O:2]. The catalyst class is: 31. (2) Reactant: [NH:1]([C:83]([O:85][C:86]([CH3:89])([CH3:88])[CH3:87])=[O:84])[C@H:2]([C:20]([NH:22][C@H:23]([C:41]([N:43]1[CH2:82][CH2:81][CH2:80][C@H:44]1[C:45]([NH:47][C@H:48]([C:50]([NH:52][C@H:53]([C:70]([O:72]CC1C=CC=CC=1)=[O:71])[CH2:54][CH2:55][CH2:56][CH2:57][NH:58][C:59]([O:61][CH2:62][C:63]1[CH:69]=[CH:68][CH:67]=[CH:66][C:64]=1[Cl:65])=[O:60])=[O:51])[CH3:49])=[O:46])=[O:42])[CH2:24][CH2:25][CH2:26][NH:27][C:28](=[NH:40])[NH:29][S:30]([C:33]1[CH:39]=[CH:38][C:36]([CH3:37])=[CH:35][CH:34]=1)(=[O:32])=[O:31])=[O:21])[CH2:3][CH2:4][CH2:5][NH:6][C:7](=[NH:19])[NH:8][S:9]([C:12]1[CH:18]=[CH:17][C:15]([CH3:16])=[CH:14][CH:13]=1)(=[O:11])=[O:10].[OH-].[Na+].C(Cl)(Cl)Cl.CO. Product: [NH:1]([C:83]([O:85][C:86]([CH3:87])([CH3:89])[CH3:88])=[O:84])[C@H:2]([C:20]([NH:22][C@H:23]([C:41]([N:43]1[CH2:82][CH2:81][CH2:80][C@H:44]1[C:45]([NH:47][C@H:48]([C:50]([NH:52][C@H:53]([C:70]([OH:72])=[O:71])[CH2:54][CH2:55][CH2:56][CH2:57][NH:58][C:59]([O:61][CH2:62][C:63]1[CH:69]=[CH:68][CH:67]=[CH:66][C:64]=1[Cl:65])=[O:60])=[O:51])[CH3:49])=[O:46])=[O:42])[CH2:24][CH2:25][CH2:26][NH:27][C:28](=[NH:40])[NH:29][S:30]([C:33]1[CH:34]=[CH:35][C:36]([CH3:37])=[CH:38][CH:39]=1)(=[O:32])=[O:31])=[O:21])[CH2:3][CH2:4][CH2:5][NH:6][C:7](=[NH:19])[NH:8][S:9]([C:12]1[CH:13]=[CH:14][C:15]([CH3:16])=[CH:17][CH:18]=1)(=[O:10])=[O:11]. The catalyst class is: 5. (3) Reactant: [NH:1]1[C:9]2[C:4](=[CH:5][CH:6]=[C:7]([NH2:10])[CH:8]=2)[CH:3]=[N:2]1.[N:11]([O-])=O.[Na+].O.O.[Cl:17][Sn]Cl. Product: [ClH:17].[NH:1]1[C:9]2[C:4](=[CH:5][CH:6]=[C:7]([NH:10][NH2:11])[CH:8]=2)[CH:3]=[N:2]1. The catalyst class is: 33. (4) Reactant: [CH3:1][N:2]([CH3:28])[CH2:3][CH2:4][CH:5]([NH:15][C:16]([NH:18][C:19]1[CH:20]=[C:21]2[C:25](=[CH:26][CH:27]=1)[CH2:24][CH2:23][CH2:22]2)=[O:17])[C:6]1[CH:14]=[CH:13][C:9]([C:10](O)=[O:11])=[CH:8][CH:7]=1.Cl.Cl.[NH2:31][C:32]1[C:36]([NH2:37])=[CH:35][S:34][CH:33]=1.C(N(CC)C(C)C)(C)C.CN(C(ON1N=NC2C=CC=NC1=2)=[N+](C)C)C.F[P-](F)(F)(F)(F)F. Product: [NH2:37][C:36]1[C:32]([NH:31][C:10](=[O:11])[C:9]2[CH:8]=[CH:7][C:6]([CH:5]([NH:15][C:16]([NH:18][C:19]3[CH:20]=[C:21]4[C:25](=[CH:26][CH:27]=3)[CH2:24][CH2:23][CH2:22]4)=[O:17])[CH2:4][CH2:3][N:2]([CH3:28])[CH3:1])=[CH:14][CH:13]=2)=[CH:33][S:34][CH:35]=1. The catalyst class is: 18. (5) Reactant: Cl.[N:2]1[CH:7]=[CH:6][CH:5]=[CH:4][C:3]=1[C:8](Cl)=[O:9].[F:11][C:12]1[C:17]([F:18])=[C:16]([F:19])[C:15]([F:20])=[C:14]([F:21])[C:13]=1[OH:22].C(N(CC)CC)C. Product: [F:11][C:12]1[C:17]([F:18])=[C:16]([F:19])[C:15]([F:20])=[C:14]([F:21])[C:13]=1[O:22][C:8]([C:3]1[CH:4]=[CH:5][CH:6]=[CH:7][N:2]=1)=[O:9]. The catalyst class is: 1.